This data is from Forward reaction prediction with 1.9M reactions from USPTO patents (1976-2016). The task is: Predict the product of the given reaction. (1) Given the reactants [O-]CC.[Na+].[Na].[C:6]([C:14]1[CH:15]=[C:16]([CH2:20][C:21]#[N:22])[CH:17]=[CH:18][CH:19]=1)(=[O:13])[C:7]1[CH:12]=[CH:11][CH:10]=[CH:9][CH:8]=1.[N:23](OCCC(C)C)=[O:24], predict the reaction product. The product is: [C:6]([C:14]1[CH:15]=[C:16]([C:20](=[N:23][OH:24])[C:21]#[N:22])[CH:17]=[CH:18][CH:19]=1)(=[O:13])[C:7]1[CH:8]=[CH:9][CH:10]=[CH:11][CH:12]=1. (2) Given the reactants [Br:1][C:2]1[NH:10][C:9]2[C:8](=[O:11])[N:7]([CH3:12])[C:6](=[O:13])[N:5]([CH3:14])[C:4]=2[N:3]=1.[Br:15][C:16]1[CH:21]=[CH:20][CH:19]=[C:18]([CH2:22]Br)[CH:17]=1.C(=O)([O-])[O-].[K+].[K+], predict the reaction product. The product is: [Br:1][C:2]1[N:10]([CH2:22][C:18]2[CH:19]=[CH:20][CH:21]=[C:16]([Br:15])[CH:17]=2)[C:9]2[C:8](=[O:11])[N:7]([CH3:12])[C:6](=[O:13])[N:5]([CH3:14])[C:4]=2[N:3]=1.